Regression. Given two drug SMILES strings and cell line genomic features, predict the synergy score measuring deviation from expected non-interaction effect. From a dataset of NCI-60 drug combinations with 297,098 pairs across 59 cell lines. Drug 1: CCC1=CC2CC(C3=C(CN(C2)C1)C4=CC=CC=C4N3)(C5=C(C=C6C(=C5)C78CCN9C7C(C=CC9)(C(C(C8N6C)(C(=O)OC)O)OC(=O)C)CC)OC)C(=O)OC.C(C(C(=O)O)O)(C(=O)O)O. Cell line: PC-3. Drug 2: C1=NC2=C(N1)C(=S)N=CN2. Synergy scores: CSS=26.8, Synergy_ZIP=-3.68, Synergy_Bliss=-2.99, Synergy_Loewe=-9.82, Synergy_HSA=-0.757.